This data is from Peptide-MHC class I binding affinity with 185,985 pairs from IEDB/IMGT. The task is: Regression. Given a peptide amino acid sequence and an MHC pseudo amino acid sequence, predict their binding affinity value. This is MHC class I binding data. The peptide sequence is LLGLCGFSAL. The MHC is HLA-A02:02 with pseudo-sequence HLA-A02:02. The binding affinity (normalized) is 0.783.